Dataset: Full USPTO retrosynthesis dataset with 1.9M reactions from patents (1976-2016). Task: Predict the reactants needed to synthesize the given product. (1) Given the product [CH3:2][CH:1]([CH3:6])[CH:11]([C:1]1[CH:6]=[CH:5][CH:4]=[CH:3][CH:2]=1)[CH2:3][CH2:4][CH:5]=[O:12], predict the reactants needed to synthesize it. The reactants are: [C:1]1([CH3:11])[CH:6]=[CH:5][C:4](S(O)(=O)=O)=[CH:3][CH:2]=1.[OH2:12]. (2) Given the product [ClH:1].[NH2:19][CH2:18][C:17]([NH:16][C@H:9]([C:7]1[CH:8]=[C:3]([Br:2])[CH:4]=[C:5]([C:29]([CH3:32])([CH3:31])[CH3:30])[C:6]=1[OH:28])[CH2:10][C:11]([O:13][CH2:14][CH3:15])=[O:12])=[O:27], predict the reactants needed to synthesize it. The reactants are: [ClH:1].[Br:2][C:3]1[CH:4]=[C:5]([C:29]([CH3:32])([CH3:31])[CH3:30])[C:6]([OH:28])=[C:7]([C@@H:9]([NH:16][C:17](=[O:27])[CH2:18][NH:19]C(OC(C)(C)C)=O)[CH2:10][C:11]([O:13][CH2:14][CH3:15])=[O:12])[CH:8]=1.C(#N)C.